From a dataset of Peptide-MHC class II binding affinity with 134,281 pairs from IEDB. Regression. Given a peptide amino acid sequence and an MHC pseudo amino acid sequence, predict their binding affinity value. This is MHC class II binding data. (1) The peptide sequence is IRLSNLSEMQEAIVK. The MHC is DRB1_0101 with pseudo-sequence DRB1_0101. The binding affinity (normalized) is 0.410. (2) The peptide sequence is ALRWNLQMGHSVLPK. The MHC is HLA-DPA10201-DPB10101 with pseudo-sequence HLA-DPA10201-DPB10101. The binding affinity (normalized) is 0.304. (3) The peptide sequence is YLEDARRLKAIYEKKK. The MHC is HLA-DPA10201-DPB10101 with pseudo-sequence HLA-DPA10201-DPB10101. The binding affinity (normalized) is 0.103. (4) The peptide sequence is GNQNFLTVFDSTSCN. The MHC is HLA-DQA10104-DQB10503 with pseudo-sequence HLA-DQA10104-DQB10503. The binding affinity (normalized) is 0.356.